From a dataset of Full USPTO retrosynthesis dataset with 1.9M reactions from patents (1976-2016). Predict the reactants needed to synthesize the given product. (1) Given the product [CH2:1]([O:8][C:9]([N:11]1[CH2:16][CH2:15][N:14]([C:17]([C:19]([NH:22][C:23]([CH2:25]/[CH:26]=[CH:27]/[C:28]2[CH:29]=[CH:30][C:31]([C:34]#[C:35][C:36]3[CH:44]=[CH:43][CH:42]=[C:41]4[C:37]=3[C:38]([O:45][C@@H:46]3[O:72][C@H:71]([CH2:73][O:74][C:75](=[O:80])[C:76]([CH3:79])([CH3:78])[CH3:77])[C@@H:63]([O:64][C:65](=[O:70])[C:66]([CH3:69])([CH3:68])[CH3:67])[C@H:55]([O:56][C:57](=[O:62])[C:58]([CH3:59])([CH3:60])[CH3:61])[C@H:47]3[O:48][C:49](=[O:54])[C:50]([CH3:53])([CH3:52])[CH3:51])=[N:39][N:40]4[CH2:82][C:83](=[O:84])[NH2:85])=[CH:32][CH:33]=2)=[O:24])([CH3:20])[CH3:21])=[O:18])[CH2:13][CH2:12]1)=[O:10])[C:2]1[CH:3]=[CH:4][CH:5]=[CH:6][CH:7]=1, predict the reactants needed to synthesize it. The reactants are: [CH2:1]([O:8][C:9]([N:11]1[CH2:16][CH2:15][N:14]([C:17]([C:19]([NH:22][C:23]([CH2:25]/[CH:26]=[CH:27]/[C:28]2[CH:33]=[CH:32][C:31]([C:34]#[C:35][C:36]3[CH:44]=[CH:43][CH:42]=[C:41]4[C:37]=3[C:38]([O:45][C@@H:46]3[O:72][C@H:71]([CH2:73][O:74][C:75](=[O:80])[C:76]([CH3:79])([CH3:78])[CH3:77])[C@@H:63]([O:64][C:65](=[O:70])[C:66]([CH3:69])([CH3:68])[CH3:67])[C@H:55]([O:56][C:57](=[O:62])[C:58]([CH3:61])([CH3:60])[CH3:59])[C@H:47]3[O:48][C:49](=[O:54])[C:50]([CH3:53])([CH3:52])[CH3:51])=[N:39][NH:40]4)=[CH:30][CH:29]=2)=[O:24])([CH3:21])[CH3:20])=[O:18])[CH2:13][CH2:12]1)=[O:10])[C:2]1[CH:7]=[CH:6][CH:5]=[CH:4][CH:3]=1.Br[CH2:82][C:83]([NH2:85])=[O:84].C(=O)([O-])[O-].[Cs+].[Cs+].[I-].[Na+]. (2) Given the product [CH2:24]([O:26][C:27]([C:29]1[C:30]2[S:38][CH:37]=[C:36]([CH2:39][O:7][C:8]3[CH:23]=[CH:22][CH:21]=[C:10]([O:11][CH2:12][C:13]4[CH:20]=[CH:19][C:16]([C:17]#[N:18])=[CH:15][CH:14]=4)[CH:9]=3)[C:31]=2[C:32]([Cl:35])=[N:33][CH:34]=1)=[O:28])[CH3:25], predict the reactants needed to synthesize it. The reactants are: C(=O)([O-])[O-].[K+].[K+].[OH:7][C:8]1[CH:9]=[C:10]([CH:21]=[CH:22][CH:23]=1)[O:11][CH2:12][C:13]1[CH:20]=[CH:19][C:16]([C:17]#[N:18])=[CH:15][CH:14]=1.[CH2:24]([O:26][C:27]([C:29]1[C:30]2[S:38][CH:37]=[C:36]([CH2:39]Br)[C:31]=2[C:32]([Cl:35])=[N:33][CH:34]=1)=[O:28])[CH3:25]. (3) Given the product [F:41][CH2:40][C@@:27]1([C:30]([OH:32])=[O:31])[CH2:28][CH2:29][C:24]([C:11]2[C:12]([CH3:22])([CH3:23])[C@H:13]3[C@:8]([CH3:42])([CH2:9][CH:10]=2)[C@@H:7]2[C@:16]([CH3:21])([C@@:17]4([CH3:20])[C@H:4]([CH2:5][CH2:6]2)[C@H:3]2[C@H:43]([C:46]([CH3:48])=[CH2:47])[CH2:44][CH2:45][C@:2]2([NH:1][CH2:50][CH2:51][N:52]2[CH2:58][CH:57]([CH3:59])[CH2:56][S:55](=[O:61])(=[O:60])[CH2:54][CH2:53]2)[CH2:19][CH2:18]4)[CH2:15][CH2:14]3)=[CH:25][CH2:26]1, predict the reactants needed to synthesize it. The reactants are: [NH2:1][C@:2]12[CH2:45][CH2:44][C@@H:43]([C:46]([CH3:48])=[CH2:47])[C@@H:3]1[C@@H:4]1[C@@:17]([CH3:20])([CH2:18][CH2:19]2)[C@@:16]2([CH3:21])[C@@H:7]([C@:8]3([CH3:42])[C@@H:13]([CH2:14][CH2:15]2)[C:12]([CH3:23])([CH3:22])[C:11]([C:24]2[CH2:29][CH2:28][C@@:27]([CH2:40][F:41])([C:30]([O:32]CC4C=CC=CC=4)=[O:31])[CH2:26][CH:25]=2)=[CH:10][CH2:9]3)[CH2:6][CH2:5]1.Cl[CH2:50][CH2:51][N:52]1[CH2:58][CH:57]([CH3:59])[CH2:56][S:55](=[O:61])(=[O:60])[CH2:54][CH2:53]1.[I-].[K+].P([O-])([O-])([O-])=O.[K+].[K+].[K+].[OH-].[Na+]. (4) The reactants are: FC(F)(F)C(O)=O.FC(F)(F)C(O)=O.[Cl:15][C:16]1[CH:17]=[C:18]([CH2:41]O)[CH:19]=[C:20]([Cl:40])[C:21]=1[C:22]1[NH:23][C:24]2[C:30]3[CH:31]=[CH:32][N:33]=[CH:34][C:29]=3[NH:28][C:27]3[N:35]=[CH:36][CH:37]=[CH:38][C:26]=3[C:25]=2[N:39]=1.C(N(CC)CC)C.S(Cl)([Cl:52])=O. Given the product [Cl:15][C:16]1[CH:17]=[C:18]([CH2:41][Cl:52])[CH:19]=[C:20]([Cl:40])[C:21]=1[C:22]1[NH:23][C:24]2[C:30]3[CH:31]=[CH:32][N:33]=[CH:34][C:29]=3[NH:28][C:27]3[N:35]=[CH:36][CH:37]=[CH:38][C:26]=3[C:25]=2[N:39]=1, predict the reactants needed to synthesize it.